From a dataset of Forward reaction prediction with 1.9M reactions from USPTO patents (1976-2016). Predict the product of the given reaction. (1) The product is: [CH:68]1([C:67]2[CH:66]=[N:65][N:64]([C:71]3[CH:76]=[CH:75][CH:74]=[CH:73][C:72]=3[O:77][C:78]([F:81])([F:79])[F:80])[C:63]=2[CH2:62][O:61][C:58]2[CH:59]=[CH:60][C:55]([N:53]([CH2:52][C:49]3[CH:50]=[CH:51][C:46]([C:45]([OH:87])=[O:44])=[C:47]([O:83][CH:84]([CH3:85])[CH3:86])[CH:48]=3)[CH3:54])=[C:56]([CH3:82])[CH:57]=2)[CH2:70][CH2:69]1. Given the reactants C1(C2C=NN(C3C=CC=CC=3OC(F)(F)F)C=2COC2C=CC(N(CC3C=CC(C(O)=O)=C(OC)C=3)C)=C(C)C=2)CC1.C[O:44][C:45](=[O:87])[C:46]1[CH:51]=[CH:50][C:49]([CH2:52][N:53]([C:55]2[CH:60]=[CH:59][C:58]([O:61][CH2:62][C:63]3[N:64]([C:71]4[CH:76]=[CH:75][CH:74]=[CH:73][C:72]=4[O:77][C:78]([F:81])([F:80])[F:79])[N:65]=[CH:66][C:67]=3[CH:68]3[CH2:70][CH2:69]3)=[CH:57][C:56]=2[CH3:82])[CH3:54])=[CH:48][C:47]=1[O:83][CH:84]([CH3:86])[CH3:85], predict the reaction product. (2) Given the reactants [CH2:1]([N:8]1[CH2:13][CH2:12][CH:11]([C:14]([NH:16][C:17]2[CH:22]=[CH:21][C:20]([CH2:23][NH:24][C:25]3[C:34]4[C:29](=[CH:30][CH:31]=[C:32]([CH3:35])[CH:33]=4)[N:28]=[C:27](Cl)[N:26]=3)=[CH:19][CH:18]=2)=[O:15])[CH2:10][CH2:9]1)[C:2]1[CH:7]=[CH:6][CH:5]=[CH:4][CH:3]=1.Cl.Cl.[N:39]1[CH:44]=[CH:43][CH:42]=[N:41][C:40]=1[N:45]1[CH2:50][CH2:49][NH:48][CH2:47][CH2:46]1, predict the reaction product. The product is: [CH2:1]([N:8]1[CH2:13][CH2:12][CH:11]([C:14]([NH:16][C:17]2[CH:22]=[CH:21][C:20]([CH2:23][NH:24][C:25]3[C:34]4[C:29](=[CH:30][CH:31]=[C:32]([CH3:35])[CH:33]=4)[N:28]=[C:27]([N:48]4[CH2:49][CH2:50][N:45]([C:40]5[N:39]=[CH:44][CH:43]=[CH:42][N:41]=5)[CH2:46][CH2:47]4)[N:26]=3)=[CH:19][CH:18]=2)=[O:15])[CH2:10][CH2:9]1)[C:2]1[CH:7]=[CH:6][CH:5]=[CH:4][CH:3]=1. (3) Given the reactants [F:1][C:2]([F:20])([F:19])[C:3]([NH:5][CH2:6][CH2:7][C:8]1[CH:13]=[CH:12][C:11]([C:14](=O)[CH:15]([CH3:17])[CH3:16])=[CH:10][CH:9]=1)=[O:4].[H][H], predict the reaction product. The product is: [F:1][C:2]([F:19])([F:20])[C:3]([NH:5][CH2:6][CH2:7][C:8]1[CH:13]=[CH:12][C:11]([CH2:14][CH:15]([CH3:16])[CH3:17])=[CH:10][CH:9]=1)=[O:4]. (4) Given the reactants Br[C:2]1[CH:3]=[C:4]2[N:10]=[C:9]([C:11]3[CH:16]=[CH:15][CH:14]=[CH:13][C:12]=3[S:17][CH2:18][CH3:19])[N:8]([CH3:20])[C:5]2=[N:6][CH:7]=1.C([Li])CCC.[F:26][C:27]([F:33])([F:32])[C:28](OC)=[O:29].[Cl-].[NH4+], predict the reaction product. The product is: [CH2:18]([S:17][C:12]1[CH:13]=[CH:14][CH:15]=[CH:16][C:11]=1[C:9]1[N:8]([CH3:20])[C:5]2=[N:6][CH:7]=[C:2]([C:28](=[O:29])[C:27]([F:33])([F:32])[F:26])[CH:3]=[C:4]2[N:10]=1)[CH3:19]. (5) Given the reactants [Cl:1][C:2]1[N:7]2[N:8]=[CH:9][C:10]([C:11](Cl)=[O:12])=[C:6]2[N:5]=[C:4]([C:14]2[CH:19]=[CH:18][C:17]([Cl:20])=[CH:16][CH:15]=2)[CH:3]=1.[CH3:21][S:22]([C:25]1[CH:26]=[C:27]([NH2:31])[CH:28]=[CH:29][CH:30]=1)(=[O:24])=[O:23], predict the reaction product. The product is: [CH3:21][S:22]([C:25]1[CH:26]=[C:27]([NH:31][C:11]([C:10]2[CH:9]=[N:8][N:7]3[C:2]([Cl:1])=[CH:3][C:4]([C:14]4[CH:19]=[CH:18][C:17]([Cl:20])=[CH:16][CH:15]=4)=[N:5][C:6]=23)=[O:12])[CH:28]=[CH:29][CH:30]=1)(=[O:23])=[O:24].